This data is from Forward reaction prediction with 1.9M reactions from USPTO patents (1976-2016). The task is: Predict the product of the given reaction. (1) Given the reactants [NH:1]1[CH:5]=[C:4]([C:6]2[CH:11]=[C:10]([C:12]#[N:13])[CH:9]=[CH:8][N:7]=2)[N:3]=[CH:2]1.[H-].[Na+].Br[CH2:17][CH2:18][CH3:19], predict the reaction product. The product is: [CH2:17]([N:1]1[CH:5]=[C:4]([C:6]2[CH:11]=[C:10]([C:12]#[N:13])[CH:9]=[CH:8][N:7]=2)[N:3]=[CH:2]1)[CH2:18][CH3:19]. (2) The product is: [CH2:20]([O:18][C:17]([C:15]1[S:14][C:10]2[N:11]=[CH:12][N:13]=[C:8]([C:4]3[CH:5]=[CH:6][CH:7]=[C:2]([NH2:1])[CH:3]=3)[C:9]=2[CH:16]=1)=[O:19])[CH3:21]. Given the reactants [NH2:1][C:2]1[CH:3]=[C:4]([C:8]2[C:9]3[CH:16]=[C:15]([C:17]([OH:19])=[O:18])[S:14][C:10]=3[N:11]=[CH:12][N:13]=2)[CH:5]=[CH:6][CH:7]=1.[CH2:20](O)[CH3:21], predict the reaction product. (3) Given the reactants [CH2:1]([O:8][C:9]([N:11]1[CH2:16][CH2:15][CH:14]([C:17]([NH:19][NH:20][C:21](=[O:23])[CH3:22])=O)[CH2:13][CH2:12]1)=[O:10])[C:2]1[CH:7]=[CH:6][CH:5]=[CH:4][CH:3]=1.O=P(Cl)(Cl)Cl, predict the reaction product. The product is: [CH2:1]([O:8][C:9]([N:11]1[CH2:12][CH2:13][CH:14]([C:17]2[O:23][C:21]([CH3:22])=[N:20][N:19]=2)[CH2:15][CH2:16]1)=[O:10])[C:2]1[CH:3]=[CH:4][CH:5]=[CH:6][CH:7]=1. (4) Given the reactants [C:1](=[O:3])=[O:2].[NH2:4][C@H:5]([C:13]([OH:15])=[O:14])[CH2:6][CH2:7][CH2:8][NH:9][C:10](=[NH:12])[NH2:11], predict the reaction product. The product is: [C:1](=[O:14])([OH:3])[OH:2].[NH2:4][C@H:5]([C:13]([OH:15])=[O:14])[CH2:6][CH2:7][CH2:8][NH:9][C:10](=[NH:11])[NH2:12]. (5) Given the reactants [Br:1][C:2]1[CH:3]=[C:4]([Cl:26])[C:5]([CH:8]2[CH2:12][CH:11]([S:13]([C:16]3[CH:21]=[CH:20][CH:19]=[C:18]([C:22]([F:25])([F:24])[F:23])[CH:17]=3)(=[O:15])=[O:14])[CH2:10][O:9]2)=[N:6][CH:7]=1.[CH3:27]C([O-])(C)C.[K+].C1OCCOCCOCCOCCOCCOC1, predict the reaction product. The product is: [Br:1][C:2]1[CH:3]=[C:4]([Cl:26])[C:5]([CH:8]2[CH2:12][C:11]([CH3:27])([S:13]([C:16]3[CH:21]=[CH:20][CH:19]=[C:18]([C:22]([F:23])([F:24])[F:25])[CH:17]=3)(=[O:15])=[O:14])[CH2:10][O:9]2)=[N:6][CH:7]=1. (6) Given the reactants [Br:1][C:2]1[C:11]([F:12])=[C:10]2[C:5]([C:6]([N:13]3[CH2:18][CH2:17][N:16]([C:19]([O:21]C(C)(C)C)=O)[CH2:15][CH2:14]3)=[N:7][CH:8]=[N:9]2)=[CH:4][C:3]=1[Cl:26].C(Cl)Cl.[C:30](Cl)(=O)[CH:31]=C, predict the reaction product. The product is: [Br:1][C:2]1[C:11]([F:12])=[C:10]2[C:5]([C:6]([N:13]3[CH2:14][CH2:15][N:16]([C:19](=[O:21])[CH:30]=[CH2:31])[CH2:17][CH2:18]3)=[N:7][CH:8]=[N:9]2)=[CH:4][C:3]=1[Cl:26].